This data is from Forward reaction prediction with 1.9M reactions from USPTO patents (1976-2016). The task is: Predict the product of the given reaction. (1) Given the reactants [CH:1]([C:3]1[O:7][C:6](B(O)O)=[CH:5][CH:4]=1)=[O:2].P(OCC)(OCC)(O[CH2:14][C:15]1[CH:20]=[CH:19][CH:18]=[CH:17][CH:16]=1)=O.ClC1C=CC(CC2C=C(C=O)SC=2)=CC=1, predict the reaction product. The product is: [CH2:14]([C:6]1[O:7][C:3]([CH:1]=[O:2])=[CH:4][CH:5]=1)[C:15]1[CH:20]=[CH:19][CH:18]=[CH:17][CH:16]=1. (2) The product is: [CH3:22][O:20][C:19]([C:9]1[CH:8]=[C:7]([CH3:6])[C:12]2[N:13]=[C:14]([CH2:16][CH2:17][CH3:18])[NH:15][C:11]=2[CH:10]=1)=[O:21]. Given the reactants S(=O)(=O)(O)O.[CH3:6][C:7]1[C:12]2[N:13]=[C:14]([CH2:16][CH2:17][CH3:18])[NH:15][C:11]=2[CH:10]=[C:9]([C:19]([OH:21])=[O:20])[CH:8]=1.[CH3:22]O, predict the reaction product. (3) Given the reactants [NH2:1][C:2]1[CH:3]=[C:4]([N:9]([CH3:25])[C:10]2[N:15]=[C:14]3[S:16][C:17]([NH:19][C:20]([CH:22]4[CH2:24][CH2:23]4)=[O:21])=[N:18][C:13]3=[CH:12][CH:11]=2)[CH:5]=[CH:6][C:7]=1[F:8].[N:26]([C:29]1[CH:34]=[CH:33][C:32]([O:35][C:36]([F:39])([F:38])[F:37])=[CH:31][CH:30]=1)=[C:27]=[O:28].N1C=CC=CC=1, predict the reaction product. The product is: [F:8][C:7]1[CH:6]=[CH:5][C:4]([N:9]([CH3:25])[C:10]2[N:15]=[C:14]3[S:16][C:17]([NH:19][C:20]([CH:22]4[CH2:23][CH2:24]4)=[O:21])=[N:18][C:13]3=[CH:12][CH:11]=2)=[CH:3][C:2]=1[NH:1][C:27](=[O:28])[NH:26][C:29]1[CH:34]=[CH:33][C:32]([O:35][C:36]([F:37])([F:39])[F:38])=[CH:31][CH:30]=1. (4) Given the reactants [NH2:1][CH:2]([C:13]1[CH:14]=[N:15][N:16]2[CH2:21][CH2:20][CH2:19][N:18]([C:22]([O:24][C:25]([CH3:28])([CH3:27])[CH3:26])=[O:23])[C:17]=12)[CH2:3][CH2:4][NH:5][C:6]([O:8][CH2:9][CH2:10][CH2:11][CH3:12])=[O:7].C(N(CC)CC)C.[F:36][C:37]([F:44])([F:43])[C:38](OCC)=[O:39].FC(F)(F)C([O-])=O, predict the reaction product. The product is: [CH2:9]([O:8][C:6]([NH:5][CH2:4][CH2:3][CH:2]([C:13]1[CH:14]=[N:15][N:16]2[CH2:21][CH2:20][CH2:19][N:18]([C:22]([O:24][C:25]([CH3:27])([CH3:26])[CH3:28])=[O:23])[C:17]=12)[NH:1][C:38](=[O:39])[C:37]([F:44])([F:43])[F:36])=[O:7])[CH2:10][CH2:11][CH3:12].